The task is: Predict which catalyst facilitates the given reaction.. This data is from Catalyst prediction with 721,799 reactions and 888 catalyst types from USPTO. (1) Reactant: [Cl:1][C:2]1[CH:7]=[C:6]([Cl:8])[N:5]=[C:4](N)[N:3]=1.C(I)[I:11]. Product: [Cl:1][C:2]1[CH:7]=[C:6]([Cl:8])[N:5]=[C:4]([I:11])[N:3]=1. The catalyst class is: 23. (2) Reactant: [H-].[Na+].[CH3:3][O:4][C:5](=[O:16])[C:6]1[CH:11]=[CH:10][C:9]([C:12]([OH:15])([CH3:14])[CH3:13])=[CH:8][CH:7]=1.[CH3:17]I.[Cl-].[NH4+]. Product: [CH3:3][O:4][C:5](=[O:16])[C:6]1[CH:11]=[CH:10][C:9]([C:12]([O:15][CH3:17])([CH3:14])[CH3:13])=[CH:8][CH:7]=1. The catalyst class is: 3. (3) Reactant: [BH4-].[Li+].C[O:4][C:5]([C@H:7]1[CH2:11][C@H:10]([O:12][Si:13]([C:16]([CH3:19])([CH3:18])[CH3:17])([CH3:15])[CH3:14])[CH2:9][N:8]1[C:20]([O:22][CH2:23][C:24]1[CH:29]=[CH:28][CH:27]=[CH:26][CH:25]=1)=[O:21])=O.O.Cl. Product: [CH2:23]([O:22][C:20]([N:8]1[CH2:9][C@@H:10]([O:12][Si:13]([C:16]([CH3:17])([CH3:18])[CH3:19])([CH3:15])[CH3:14])[CH2:11][C@@H:7]1[CH2:5][OH:4])=[O:21])[C:24]1[CH:29]=[CH:28][CH:27]=[CH:26][CH:25]=1. The catalyst class is: 7. (4) Reactant: C[O:2][C:3]([C:5]1[S:6][C:7]([C:12](=[O:24])[NH:13][CH2:14][C:15]2[CH:23]=[CH:22][CH:21]=[C:20]3[C:16]=2[CH:17]=[N:18][NH:19]3)=[CH:8][C:9]=1[CH2:10][CH3:11])=[O:4].O.[OH-].[Li+].C1COCC1.Cl. Product: [CH2:10]([C:9]1[CH:8]=[C:7]([C:12](=[O:24])[NH:13][CH2:14][C:15]2[CH:23]=[CH:22][CH:21]=[C:20]3[C:16]=2[CH:17]=[N:18][NH:19]3)[S:6][C:5]=1[C:3]([OH:4])=[O:2])[CH3:11]. The catalyst class is: 6. (5) Reactant: [C:1]([C:3]1[C:4]([C:20]([F:23])([F:22])[F:21])=[C:5]2[C:9](=[CH:10][CH:11]=1)[N:8]([CH2:12][C:13](=[NH:16])[NH:14][OH:15])[C:7]([CH2:17][CH2:18][CH3:19])=[CH:6]2)#[N:2].[F:24][C:25]1[CH:26]=[C:27]([CH:31]=[CH:32][C:33]=1[F:34])[C:28](Cl)=O.C(N(CC)C(C)C)(C)C. Product: [F:24][C:25]1[CH:26]=[C:27]([C:28]2[O:15][N:14]=[C:13]([CH2:12][N:8]3[C:9]4[C:5](=[C:4]([C:20]([F:22])([F:23])[F:21])[C:3]([C:1]#[N:2])=[CH:11][CH:10]=4)[CH:6]=[C:7]3[CH2:17][CH2:18][CH3:19])[N:16]=2)[CH:31]=[CH:32][C:33]=1[F:34]. The catalyst class is: 10. (6) Reactant: [Cl:1][C:2]1[CH:10]=[C:9]([Cl:11])[CH:8]=[CH:7][C:3]=1[C:4]([NH2:6])=[O:5].C(Cl)(=O)[C:13](Cl)=[O:14]. Product: [Cl:1][C:2]1[CH:10]=[C:9]([Cl:11])[CH:8]=[CH:7][C:3]=1[C:4]([N:6]=[C:13]=[O:14])=[O:5]. The catalyst class is: 4. (7) Reactant: C([O:5][C:6]([N:8]1[CH2:13][CH2:12][CH:11]([C:14]2[C:23]3[C:18](=[CH:19][C:20]([O:24][CH2:25][CH2:26]OS(C)(=O)=O)=[CH:21][CH:22]=3)[N:17]=[CH:16][N:15]=2)[CH2:10][CH2:9]1)=O)(C)(C)C.[NH:32]1[CH2:36][CH2:35][CH2:34][C@H:33]1[CH2:37][OH:38].Cl.[N+](C1C=CC(OC(=O)[NH:51][C:52]2[CH:57]=[CH:56][C:55]([N:58]3[CH2:62][CH2:61][CH2:60][CH2:59]3)=[CH:54][CH:53]=2)=CC=1)([O-])=O. The catalyst class is: 58. Product: [N:58]1([C:55]2[CH:56]=[CH:57][C:52]([NH:51][C:6]([N:8]3[CH2:13][CH2:12][CH:11]([C:14]4[C:23]5[C:18](=[CH:19][C:20]([O:24][CH2:25][CH2:26][N:32]6[CH2:36][CH2:35][CH2:34][CH:33]6[CH2:37][OH:38])=[CH:21][CH:22]=5)[N:17]=[CH:16][N:15]=4)[CH2:10][CH2:9]3)=[O:5])=[CH:53][CH:54]=2)[CH2:59][CH2:60][CH2:61][CH2:62]1. (8) Reactant: CS(O[CH2:6][CH2:7][CH2:8][N:9]1[C:17]([O:18][CH3:19])=[N:16][C:15]2[C:10]1=[N:11][C:12]([O:21][CH2:22][CH2:23][CH2:24][CH3:25])=[N:13][C:14]=2[NH2:20])(=O)=O.[I-].[K+].C(=O)([O-])[O-].[K+].[K+].[CH3:34][N:35]1[CH2:40][CH2:39][NH:38][CH:37]([CH2:41][C:42]2[CH:47]=[CH:46][C:45]([CH2:48][C:49]([O:51][CH3:52])=[O:50])=[CH:44][CH:43]=2)[CH2:36]1. Product: [CH3:52][O:51][C:49](=[O:50])[CH2:48][C:45]1[CH:46]=[CH:47][C:42]([CH2:41][CH:37]2[CH2:36][N:35]([CH3:34])[CH2:40][CH2:39][N:38]2[CH2:6][CH2:7][CH2:8][N:9]2[C:17]([O:18][CH3:19])=[N:16][C:15]3[C:10]2=[N:11][C:12]([O:21][CH2:22][CH2:23][CH2:24][CH3:25])=[N:13][C:14]=3[NH2:20])=[CH:43][CH:44]=1. The catalyst class is: 9. (9) Reactant: [H-].[Al+3].[Li+].[H-].[H-].[H-].[NH:7]1[C:15]2[C:10](=[N:11][CH:12]=[CH:13][CH:14]=2)[C:9]([N:16]2[CH2:21][CH2:20][CH2:19]/[C:18](=[N:22]/O)/[CH2:17]2)=[CH:8]1. Product: [NH:7]1[C:15]2[C:10](=[N:11][CH:12]=[CH:13][CH:14]=2)[C:9]([N:16]2[CH2:21][CH2:20][CH2:19][CH:18]([NH2:22])[CH2:17]2)=[CH:8]1. The catalyst class is: 7. (10) Reactant: [CH2:1]1COCC1.[CH:6]([C:8]1[CH:9]=[C:10](/[CH:19]=[CH:20]/[C:21]([NH:23][CH:24]2[C:32]3[C:27](=[CH:28][CH:29]=[CH:30][CH:31]=3)[CH2:26][CH2:25]2)=[O:22])[CH:11]=[CH:12][C:13]=1[N:14]1[CH:18]=[CH:17][N:16]=[CH:15]1)=[O:7].C[Mg]Br.O.[Cl-].[NH4+]. The catalyst class is: 13. Product: [OH:7][CH:6]([C:8]1[CH:9]=[C:10](/[CH:19]=[CH:20]/[C:21]([NH:23][CH:24]2[C:32]3[C:27](=[CH:28][CH:29]=[CH:30][CH:31]=3)[CH2:26][CH2:25]2)=[O:22])[CH:11]=[CH:12][C:13]=1[N:14]1[CH:18]=[CH:17][N:16]=[CH:15]1)[CH3:1].